Dataset: Catalyst prediction with 721,799 reactions and 888 catalyst types from USPTO. Task: Predict which catalyst facilitates the given reaction. Product: [F:13][C:14]1[CH:15]=[C:16]([CH:19]=[CH:20][C:21]=1[C:22]([F:23])([F:24])[F:25])[CH2:17][C:2]1[CH:3]=[C:4]([CH:9]=[CH:10][N:11]=1)[C:5]([O:7][CH3:8])=[O:6]. The catalyst class is: 602. Reactant: Cl[C:2]1[CH:3]=[C:4]([CH:9]=[CH:10][N:11]=1)[C:5]([O:7][CH3:8])=[O:6].[Br-].[F:13][C:14]1[CH:15]=[C:16]([CH:19]=[CH:20][C:21]=1[C:22]([F:25])([F:24])[F:23])[CH2:17][Zn+].Cl.